The task is: Predict the product of the given reaction.. This data is from Forward reaction prediction with 1.9M reactions from USPTO patents (1976-2016). (1) Given the reactants [CH2:1]([NH:8][C:9](=[O:31])[C:10]1[CH:15]=[CH:14][N:13]=[C:12]([N:16]2[CH:21]=[CH:20][C:19]([O:22]CC3C=CC=CC=3)=[CH:18][C:17]2=[O:30])[CH:11]=1)[C:2]1[CH:7]=[CH:6][CH:5]=[CH:4][CH:3]=1.[H][H], predict the reaction product. The product is: [CH2:1]([NH:8][C:9]([C:10]1[CH:15]=[CH:14][N:13]=[C:12]([N:16]2[CH:21]=[CH:20][C:19]([OH:22])=[CH:18][C:17]2=[O:30])[CH:11]=1)=[O:31])[C:2]1[CH:3]=[CH:4][CH:5]=[CH:6][CH:7]=1. (2) Given the reactants C(OC([N:8]1[CH2:16][C:15]2[C:10](=[CH:11][CH:12]=[CH:13][CH:14]=2)[CH:9]1[C:17](=[O:33])[NH:18][C:19]1[CH:24]=[CH:23][C:22]([N:25]2[CH:30]=[CH:29][CH:28]=[CH:27][C:26]2=[O:31])=[CH:21][C:20]=1[F:32])=O)(C)(C)C.CCOC(C)=O, predict the reaction product. The product is: [F:32][C:20]1[CH:21]=[C:22]([N:25]2[CH:30]=[CH:29][CH:28]=[CH:27][C:26]2=[O:31])[CH:23]=[CH:24][C:19]=1[NH:18][C:17]([CH:9]1[C:10]2[C:15](=[CH:14][CH:13]=[CH:12][CH:11]=2)[CH2:16][NH:8]1)=[O:33]. (3) Given the reactants [CH3:1][O:2][C:3]1[CH:8]=[CH:7][C:6]([C:9]2[N:14]=[N:13][C:12]([NH:15][C:16]([C:18]3[CH:34]=[CH:33][C:21]([O:22][C@@H:23]4[CH2:28][CH2:27][C@H:26]([C:29]([O:31]C)=[O:30])[CH2:25][CH2:24]4)=[CH:20][CH:19]=3)=[O:17])=[CH:11][CH:10]=2)=[CH:5][CH:4]=1.O.[OH-].[Li+].S(=O)(O)O, predict the reaction product. The product is: [CH3:1][O:2][C:3]1[CH:4]=[CH:5][C:6]([C:9]2[N:14]=[N:13][C:12]([NH:15][C:16]([C:18]3[CH:34]=[CH:33][C:21]([O:22][C@@H:23]4[CH2:24][CH2:25][C@H:26]([C:29]([OH:31])=[O:30])[CH2:27][CH2:28]4)=[CH:20][CH:19]=3)=[O:17])=[CH:11][CH:10]=2)=[CH:7][CH:8]=1. (4) The product is: [C:18]([O:21][C:22]([N:14]1[CH:15]=[N:16][C:12]([CH2:11][CH2:10][C:7]2[CH:8]=[CH:9][C:4]([NH2:1])=[CH:5][CH:6]=2)=[N:13]1)=[O:23])([CH3:20])([CH3:19])[CH3:17]. Given the reactants [N+:1]([C:4]1[CH:9]=[CH:8][C:7]([CH2:10][CH2:11][C:12]2[N:16]=[CH:15][NH:14][N:13]=2)=[CH:6][CH:5]=1)([O-])=O.[CH3:17][C:18]([O:21][C:22](O[C:22]([O:21][C:18]([CH3:20])([CH3:19])[CH3:17])=[O:23])=[O:23])([CH3:20])[CH3:19].CCN(CC)CC, predict the reaction product. (5) Given the reactants C[O:2][C:3](=O)[C:4]1[CH:9]=[CH:8][C:7]([CH2:10][NH:11][CH2:12][C:13]2[N:17]=[C:16]([C:18]([S:33]([C:36]3[CH:41]=[CH:40][CH:39]=[CH:38][CH:37]=3)(=[O:35])=[O:34])([CH:20]3[CH2:32][C:23]4[NH:24][C:25]5[CH:26]=[CH:27][C:28]([Cl:31])=[CH:29][C:30]=5[C:22]=4[CH2:21]3)[F:19])[O:15][N:14]=2)=[CH:6][CH:5]=1.[H-].[Al+3].[Li+].[H-].[H-].[H-], predict the reaction product. The product is: [C:36]1([S:33]([C:18]([CH:20]2[CH2:32][C:23]3[NH:24][C:25]4[CH:26]=[CH:27][C:28]([Cl:31])=[CH:29][C:30]=4[C:22]=3[CH2:21]2)([F:19])[C:16]2[O:15][N:14]=[C:13]([CH2:12][NH:11][CH2:10][C:7]3[CH:6]=[CH:5][C:4]([CH2:3][OH:2])=[CH:9][CH:8]=3)[N:17]=2)(=[O:35])=[O:34])[CH:41]=[CH:40][CH:39]=[CH:38][CH:37]=1. (6) Given the reactants C[O:2][C:3]1[CH:4]=[C:5]([C:9]2[S:10][C:11]([C:14]3[CH:19]=[CH:18][C:17]([O:20]C)=[CH:16][CH:15]=3)=[CH:12][CH:13]=2)[CH:6]=[CH:7][CH:8]=1, predict the reaction product. The product is: [OH:20][C:17]1[CH:18]=[CH:19][C:14]([C:11]2[S:10][C:9]([C:5]3[CH:4]=[C:3]([OH:2])[CH:8]=[CH:7][CH:6]=3)=[CH:13][CH:12]=2)=[CH:15][CH:16]=1.